This data is from Forward reaction prediction with 1.9M reactions from USPTO patents (1976-2016). The task is: Predict the product of the given reaction. (1) Given the reactants Cl.C(OC(=O)[NH:8][CH:9]1[CH2:14][CH2:13][CH:12]([N:15]2[C:20](=[O:21])[C:19]3[CH:22]=[C:23]([F:26])[CH:24]=[N:25][C:18]=3[N:17]([C:27]3[CH:28]=[C:29]([C:33]4[CH:38]=[CH:37][CH:36]=[CH:35][CH:34]=4)[CH:30]=[CH:31][CH:32]=3)[C:16]2=[O:39])[CH2:11][CH2:10]1)(C)(C)C, predict the reaction product. The product is: [NH2:8][C@@H:9]1[CH2:14][CH2:13][C@H:12]([N:15]2[C:20](=[O:21])[C:19]3[CH:22]=[C:23]([F:26])[CH:24]=[N:25][C:18]=3[N:17]([C:27]3[CH:28]=[C:29]([C:33]4[CH:38]=[CH:37][CH:36]=[CH:35][CH:34]=4)[CH:30]=[CH:31][CH:32]=3)[C:16]2=[O:39])[CH2:11][CH2:10]1. (2) Given the reactants [C:1]([C:3]1[C:4]([C:14]2[CH:19]=[CH:18][C:17]([Cl:20])=[CH:16][C:15]=2[Cl:21])=[C:5]([C:9]([O:11][CH2:12][CH3:13])=[O:10])[S:6][C:7]=1I)#[N:2].[F:22][C:23]1[CH:28]=[C:27](B(O)O)[CH:26]=[CH:25][N:24]=1.C(=O)([O-])[O-].[Na+].[Na+], predict the reaction product. The product is: [C:1]([C:3]1[C:4]([C:14]2[CH:19]=[CH:18][C:17]([Cl:20])=[CH:16][C:15]=2[Cl:21])=[C:5]([C:9]([O:11][CH2:12][CH3:13])=[O:10])[S:6][C:7]=1[C:27]1[CH:26]=[CH:25][N:24]=[C:23]([F:22])[CH:28]=1)#[N:2]. (3) Given the reactants [N:1]1([CH2:6][C:7]2[CH:12]=[CH:11][C:10]([CH2:13][CH2:14][NH2:15])=[CH:9][CH:8]=2)[CH2:5][CH2:4][CH2:3][CH2:2]1.[CH2:16]([C:21]1[CH:29]=[CH:28][C:24]([C:25](O)=[O:26])=[CH:23][CH:22]=1)[CH2:17][CH2:18][CH2:19][CH3:20], predict the reaction product. The product is: [CH2:16]([C:21]1[CH:29]=[CH:28][C:24]([C:25]([NH:15][CH2:14][CH2:13][C:10]2[CH:11]=[CH:12][C:7]([CH2:6][N:1]3[CH2:5][CH2:4][CH2:3][CH2:2]3)=[CH:8][CH:9]=2)=[O:26])=[CH:23][CH:22]=1)[CH2:17][CH2:18][CH2:19][CH3:20]. (4) Given the reactants O[CH:2]1[C:6]2[C:7]([CH3:21])=[C:8]([NH:13][C:14](=[O:20])[CH2:15][C:16]([CH3:19])([CH3:18])[CH3:17])[C:9]([CH3:12])=[C:10]([CH3:11])[C:5]=2[O:4][C:3]1([CH3:23])[CH3:22].C(N(CC)CC)C.CS(Cl)(=O)=O.[NH:36]1[CH2:41][CH2:40][CH2:39][CH2:38][CH2:37]1, predict the reaction product. The product is: [CH3:19][C:16]([CH3:17])([CH3:18])[CH2:15][C:14]([NH:13][C:8]1[C:9]([CH3:12])=[C:10]([CH3:11])[C:5]2[O:4][C:3]([CH3:22])([CH3:23])[CH:2]([N:36]3[CH2:41][CH2:40][CH2:39][CH2:38][CH2:37]3)[C:6]=2[C:7]=1[CH3:21])=[O:20]. (5) Given the reactants [CH3:1][C:2]([CH3:39])([CH3:38])[C:3](=O)[CH2:4][N:5]1[C:10](=[O:11])[C:9]([CH2:12][C:13]2[CH:18]=[CH:17][C:16]([C:19]3[CH:24]=[CH:23][CH:22]=[CH:21][C:20]=3[C:25]3[NH:29][C:28](=[O:30])[O:27][N:26]=3)=[CH:15][CH:14]=2)=[C:8]([CH2:31][CH2:32][CH3:33])[N:7]2[N:34]=[CH:35][N:36]=[C:6]12.Cl.[NH2:41][O:42][CH3:43].N1C=CC=CC=1.Cl, predict the reaction product. The product is: [CH3:43][O:42]/[N:41]=[C:3](/[C:2]([CH3:1])([CH3:39])[CH3:38])\[CH2:4][N:5]1[C:10](=[O:11])[C:9]([CH2:12][C:13]2[CH:14]=[CH:15][C:16]([C:19]3[CH:24]=[CH:23][CH:22]=[CH:21][C:20]=3[C:25]3[NH:29][C:28](=[O:30])[O:27][N:26]=3)=[CH:17][CH:18]=2)=[C:8]([CH2:31][CH2:32][CH3:33])[N:7]2[N:34]=[CH:35][N:36]=[C:6]12. (6) Given the reactants [CH2:1]([C:3]1[S:4][C:5]([CH3:10])=[C:6]([CH2:8]O)[N:7]=1)[CH3:2].S(Cl)([Cl:13])=O, predict the reaction product. The product is: [Cl:13][CH2:8][C:6]1[N:7]=[C:3]([CH2:1][CH3:2])[S:4][C:5]=1[CH3:10]. (7) Given the reactants Cl.Cl[CH2:3][C:4]1[C:16]2[C:7](=[C:8]3[C:13](=[C:14]([C:17]4[CH:22]=[CH:21][CH:20]=[CH:19][CH:18]=4)[CH:15]=2)[CH:12]=[N:11][CH:10]=[CH:9]3)[N:6]([C:23]2[CH:28]=[CH:27][C:26]([F:29])=[CH:25][CH:24]=2)[N:5]=1.[C:30]1(=[O:40])[NH:34][C:33](=[O:35])[C:32]2=[CH:36][CH:37]=[CH:38][CH:39]=[C:31]12.[K], predict the reaction product. The product is: [F:29][C:26]1[CH:27]=[CH:28][C:23]([N:6]2[C:7]3=[C:8]4[C:13](=[C:14]([C:17]5[CH:18]=[CH:19][CH:20]=[CH:21][CH:22]=5)[CH:15]=[C:16]3[C:4]([CH2:3][N:34]3[C:33](=[O:35])[C:32]5=[CH:36][CH:37]=[CH:38][CH:39]=[C:31]5[C:30]3=[O:40])=[N:5]2)[CH:12]=[N:11][CH:10]=[CH:9]4)=[CH:24][CH:25]=1. (8) Given the reactants [C:1]([C:3]1[CH:4]=[C:5]2[C:10](=[CH:11][C:12]=1[O:13][C:14]1[CH:39]=[CH:38][C:17]([C:18]([NH:20][C:21]3[CH:30]=[C:29]4[C:24]([CH2:25][CH2:26][N:27]([C:31]([O:33][C:34]([CH3:37])([CH3:36])[CH3:35])=[O:32])[CH2:28]4)=[CH:23][CH:22]=3)=[O:19])=[CH:16][CH:15]=1)[O:9][CH2:8][CH2:7][CH:6]2[C:40]([O:42]C)=[O:41])#[N:2].[OH-].[Na+], predict the reaction product. The product is: [C:34]([O:33][C:31]([N:27]1[CH2:26][CH2:25][C:24]2[C:29](=[CH:30][C:21]([NH:20][C:18]([C:17]3[CH:38]=[CH:39][C:14]([O:13][C:12]4[CH:11]=[C:10]5[C:5]([CH:6]([C:40]([OH:42])=[O:41])[CH2:7][CH2:8][O:9]5)=[CH:4][C:3]=4[C:1]#[N:2])=[CH:15][CH:16]=3)=[O:19])=[CH:22][CH:23]=2)[CH2:28]1)=[O:32])([CH3:37])([CH3:35])[CH3:36]. (9) Given the reactants [H-].[Na+].[OH:3][CH2:4][C:5]1[CH:12]=[CH:11][C:8]([CH:9]=[O:10])=[CH:7][CH:6]=1.I[CH3:14].O, predict the reaction product. The product is: [CH3:14][O:10][CH2:9][C:8]1[CH:11]=[CH:12][C:5]([CH:4]=[O:3])=[CH:6][CH:7]=1.